Dataset: NCI-60 drug combinations with 297,098 pairs across 59 cell lines. Task: Regression. Given two drug SMILES strings and cell line genomic features, predict the synergy score measuring deviation from expected non-interaction effect. (1) Drug 1: CC1C(C(CC(O1)OC2CC(OC(C2O)C)OC3=CC4=CC5=C(C(=O)C(C(C5)C(C(=O)C(C(C)O)O)OC)OC6CC(C(C(O6)C)O)OC7CC(C(C(O7)C)O)OC8CC(C(C(O8)C)O)(C)O)C(=C4C(=C3C)O)O)O)O. Drug 2: C1=CC=C(C(=C1)C(C2=CC=C(C=C2)Cl)C(Cl)Cl)Cl. Cell line: NCI-H522. Synergy scores: CSS=10.7, Synergy_ZIP=2.36, Synergy_Bliss=4.68, Synergy_Loewe=-41.9, Synergy_HSA=2.69. (2) Drug 1: CC1=C(C=C(C=C1)NC(=O)C2=CC=C(C=C2)CN3CCN(CC3)C)NC4=NC=CC(=N4)C5=CN=CC=C5. Drug 2: CN1C2=C(C=C(C=C2)N(CCCl)CCCl)N=C1CCCC(=O)O.Cl. Cell line: SF-268. Synergy scores: CSS=-2.51, Synergy_ZIP=2.74, Synergy_Bliss=1.89, Synergy_Loewe=-1.13, Synergy_HSA=-2.33. (3) Drug 1: CC1=C(C=C(C=C1)NC2=NC=CC(=N2)N(C)C3=CC4=NN(C(=C4C=C3)C)C)S(=O)(=O)N.Cl. Drug 2: CCCCC(=O)OCC(=O)C1(CC(C2=C(C1)C(=C3C(=C2O)C(=O)C4=C(C3=O)C=CC=C4OC)O)OC5CC(C(C(O5)C)O)NC(=O)C(F)(F)F)O. Cell line: A498. Synergy scores: CSS=-0.0905, Synergy_ZIP=0.153, Synergy_Bliss=1.60, Synergy_Loewe=-3.41, Synergy_HSA=-1.77. (4) Drug 1: C(=O)(N)NO. Drug 2: CC(C)CN1C=NC2=C1C3=CC=CC=C3N=C2N. Cell line: A549. Synergy scores: CSS=4.43, Synergy_ZIP=-3.40, Synergy_Bliss=-1.37, Synergy_Loewe=-2.27, Synergy_HSA=-2.23. (5) Drug 1: CNC(=O)C1=NC=CC(=C1)OC2=CC=C(C=C2)NC(=O)NC3=CC(=C(C=C3)Cl)C(F)(F)F. Drug 2: B(C(CC(C)C)NC(=O)C(CC1=CC=CC=C1)NC(=O)C2=NC=CN=C2)(O)O. Cell line: 786-0. Synergy scores: CSS=39.7, Synergy_ZIP=4.72, Synergy_Bliss=3.57, Synergy_Loewe=-64.5, Synergy_HSA=-4.06. (6) Drug 1: C1=C(C(=O)NC(=O)N1)N(CCCl)CCCl. Drug 2: CC1C(C(CC(O1)OC2CC(CC3=C2C(=C4C(=C3O)C(=O)C5=C(C4=O)C(=CC=C5)OC)O)(C(=O)CO)O)N)O.Cl. Cell line: T-47D. Synergy scores: CSS=43.0, Synergy_ZIP=-8.67, Synergy_Bliss=-11.5, Synergy_Loewe=-6.30, Synergy_HSA=-3.56. (7) Drug 1: CC1=C(C(CCC1)(C)C)C=CC(=CC=CC(=CC(=O)O)C)C. Drug 2: CS(=O)(=O)CCNCC1=CC=C(O1)C2=CC3=C(C=C2)N=CN=C3NC4=CC(=C(C=C4)OCC5=CC(=CC=C5)F)Cl. Cell line: OVCAR-4. Synergy scores: CSS=5.60, Synergy_ZIP=0.585, Synergy_Bliss=3.75, Synergy_Loewe=-3.13, Synergy_HSA=-1.51. (8) Drug 1: CC1=C2C(C(=O)C3(C(CC4C(C3C(C(C2(C)C)(CC1OC(=O)C(C(C5=CC=CC=C5)NC(=O)OC(C)(C)C)O)O)OC(=O)C6=CC=CC=C6)(CO4)OC(=O)C)OC)C)OC. Drug 2: C1=C(C(=O)NC(=O)N1)N(CCCl)CCCl. Cell line: 786-0. Synergy scores: CSS=69.5, Synergy_ZIP=3.16, Synergy_Bliss=1.98, Synergy_Loewe=3.76, Synergy_HSA=6.77. (9) Drug 1: C1=CC(=CC=C1CCC2=CNC3=C2C(=O)NC(=N3)N)C(=O)NC(CCC(=O)O)C(=O)O. Drug 2: C1=CC(=CC=C1CCCC(=O)O)N(CCCl)CCCl. Cell line: HOP-92. Synergy scores: CSS=23.9, Synergy_ZIP=-10.2, Synergy_Bliss=-11.5, Synergy_Loewe=-8.49, Synergy_HSA=-7.15. (10) Drug 1: CC1=C2C(C(=O)C3(C(CC4C(C3C(C(C2(C)C)(CC1OC(=O)C(C(C5=CC=CC=C5)NC(=O)OC(C)(C)C)O)O)OC(=O)C6=CC=CC=C6)(CO4)OC(=O)C)OC)C)OC. Drug 2: C1C(C(OC1N2C=NC3=C(N=C(N=C32)Cl)N)CO)O. Cell line: RXF 393. Synergy scores: CSS=54.6, Synergy_ZIP=15.9, Synergy_Bliss=15.0, Synergy_Loewe=15.6, Synergy_HSA=16.9.